Predict the reaction yield, written as a fraction of the theoretical maximum amount of product (1.0 means a 100% yield; for example, 0.34 means a 34% yield). From a dataset of Reaction yield outcomes from USPTO patents with 853,638 reactions. (1) The reactants are C[N:2](C)[NH:3][C:4](=[O:19])[C:5]1[CH:10]=[CH:9][CH:8]=[CH:7][C:6]=1[C:11](=O)[C:12]1[CH:17]=[CH:16][CH:15]=[CH:14][CH:13]=1.NN.O. No catalyst specified. The product is [C:12]1([C:11]2[C:6]3[C:5](=[CH:10][CH:9]=[CH:8][CH:7]=3)[C:4](=[O:19])[NH:3][N:2]=2)[CH:17]=[CH:16][CH:15]=[CH:14][CH:13]=1. The yield is 0.950. (2) The reactants are [Li].[Br:2][C:3]1[CH:8]=[C:7]([F:9])[CH:6]=[CH:5][C:4]=1[C@H:10]1[C:15]([C:16]([O:18][C@H:19](C)[C:20](OCC)=O)=[O:17])=[C:14]([CH2:26][N:27]2[CH2:32][CH2:31][O:30][CH2:29][CH2:28]2)[NH:13][C:12]([C:33]2[S:34][CH:35]=[CH:36][N:37]=2)=[N:11]1. The catalyst is C(O)C. The product is [Br:2][C:3]1[CH:8]=[C:7]([F:9])[CH:6]=[CH:5][C:4]=1[C@H:10]1[C:15]([C:16]([O:18][CH2:19][CH3:20])=[O:17])=[C:14]([CH2:26][N:27]2[CH2:28][CH2:29][O:30][CH2:31][CH2:32]2)[NH:13][C:12]([C:33]2[S:34][CH:35]=[CH:36][N:37]=2)=[N:11]1. The yield is 0.780. (3) The reactants are [C:12]([O:11][C:9](O[C:9]([O:11][C:12]([CH3:15])([CH3:14])[CH3:13])=[O:10])=[O:10])([CH3:15])([CH3:14])[CH3:13].[NH:16]1[C:24]2[C:19](=[CH:20][C:21]([CH:25]=[O:26])=[CH:22][CH:23]=2)[CH:18]=[N:17]1.C(N(CC)CC)C. The catalyst is CN(C)C1C=CN=CC=1.C(Cl)Cl. The product is [C:12]([O:11][C:9]([N:16]1[C:24]2[C:19](=[CH:20][C:21]([CH:25]=[O:26])=[CH:22][CH:23]=2)[CH:18]=[N:17]1)=[O:10])([CH3:13])([CH3:14])[CH3:15]. The yield is 0.900. (4) The reactants are [NH:1]([C:3](=O)[CH2:4][NH:5][C:6](=[O:15])[C:7]1[CH:12]=[CH:11][C:10]([OH:13])=[CH:9][C:8]=1[OH:14])[NH2:2].[C:17](#[N:24])[C:18]1[CH:23]=[CH:22][N:21]=[CH:20][CH:19]=1.C1CCN2C(=NCCC2)CC1. The catalyst is C(O)CCC. The product is [OH:14][C:8]1[CH:9]=[C:10]([OH:13])[CH:11]=[CH:12][C:7]=1[C:6]([NH:5][CH2:4][C:3]1[NH:1][N:2]=[C:17]([C:18]2[CH:23]=[CH:22][N:21]=[CH:20][CH:19]=2)[N:24]=1)=[O:15]. The yield is 0.670. (5) The reactants are [Br:1][C:2]1[CH:3]=[C:4]([C:7]([OH:9])=[O:8])[S:5][CH:6]=1.S(=O)(=O)(O)O.[CH3:15]O. No catalyst specified. The product is [Br:1][C:2]1[CH:3]=[C:4]([C:7]([O:9][CH3:15])=[O:8])[S:5][CH:6]=1. The yield is 0.970.